Task: Predict the product of the given reaction.. Dataset: Forward reaction prediction with 1.9M reactions from USPTO patents (1976-2016) Given the reactants [Br:1][C:2]1[CH:3]=[C:4]([C@@H:9]([NH:20][C:21](=[O:27])[O:22]C(C)(C)C)[C@@H:10]([C:12]2[CH:17]=[C:16]([F:18])[CH:15]=[CH:14][C:13]=2[F:19])O)[C:5]([F:8])=[N:6][CH:7]=1.Cl.C(N(CC)C(C)C)C.C(N1C=CN=C1)(N1C=CN=C1)=O, predict the reaction product. The product is: [Br:1][C:2]1[CH:3]=[C:4]([C@@H:9]2[C@@H:10]([C:12]3[CH:17]=[C:16]([F:18])[CH:15]=[CH:14][C:13]=3[F:19])[O:27][C:21](=[O:22])[NH:20]2)[C:5]([F:8])=[N:6][CH:7]=1.